From a dataset of Full USPTO retrosynthesis dataset with 1.9M reactions from patents (1976-2016). Predict the reactants needed to synthesize the given product. (1) Given the product [O:11]=[C:4]1[C:5]2[C:10](=[CH:9][CH:8]=[CH:7][CH:6]=2)[C:2](=[O:1])[N:3]1[CH2:12][CH2:13][N:14]1[C:23]2[C:18](=[N:19][CH:20]=[C:21]([CH2:24][C:25]3[CH:30]=[CH:29][C:28]([F:31])=[CH:27][CH:26]=3)[CH:22]=2)[C:17]([OH:32])=[C:16]([C:33]([NH:44][CH:42]([CH3:43])[CH2:41][O:40][CH3:39])=[O:34])[C:15]1=[O:38], predict the reactants needed to synthesize it. The reactants are: [O:1]=[C:2]1[C:10]2[C:5](=[CH:6][CH:7]=[CH:8][CH:9]=2)[C:4](=[O:11])[N:3]1[CH2:12][CH2:13][N:14]1[C:23]2[C:18](=[N:19][CH:20]=[C:21]([CH2:24][C:25]3[CH:30]=[CH:29][C:28]([F:31])=[CH:27][CH:26]=3)[CH:22]=2)[C:17]([OH:32])=[C:16]([C:33](OCC)=[O:34])[C:15]1=[O:38].[CH3:39][O:40][CH2:41][CH:42]([NH2:44])[CH3:43].C(N)CC. (2) Given the product [CH2:26]([NH:33][C:21]([C:17]1[N:16]([CH3:24])[C:15]([N:12]2[CH:13]=[CH:14][C:9]([O:8][CH2:1][C:2]3[CH:3]=[CH:4][CH:5]=[CH:6][CH:7]=3)=[CH:10][C:11]2=[O:25])=[N:19][C:18]=1[CH3:20])=[O:22])[C:27]1[CH:32]=[CH:31][CH:30]=[CH:29][CH:28]=1, predict the reactants needed to synthesize it. The reactants are: [CH2:1]([O:8][C:9]1[CH:14]=[CH:13][N:12]([C:15]2[N:16]([CH3:24])[C:17]([C:21](O)=[O:22])=[C:18]([CH3:20])[N:19]=2)[C:11](=[O:25])[CH:10]=1)[C:2]1[CH:7]=[CH:6][CH:5]=[CH:4][CH:3]=1.[CH2:26]([NH2:33])[C:27]1[CH:32]=[CH:31][CH:30]=[CH:29][CH:28]=1. (3) Given the product [S:18]1[CH:19]=[C:15]([N:10]2[CH2:11][CH2:12][N:8]([C:3]3[CH:4]=[N:5][CH:6]=[CH:7][C:2]=3[CH2:1][CH3:21])[C:9]2=[O:13])[CH:16]=[N:17]1, predict the reactants needed to synthesize it. The reactants are: [CH3:1][C:2]1[CH:7]=[CH:6][N:5]=[CH:4][C:3]=1[N:8]1[CH2:12][CH2:11][NH:10][C:9]1=[O:13].Br[C:15]1[CH:16]=[N:17][S:18][CH:19]=1.N[C@@H:21]1CCCC[C@H]1N.P([O-])([O-])([O-])=O.[K+].[K+].[K+]. (4) Given the product [Br:16][C:9]1[C:2]([CH3:1])=[C:3]([CH:6]=[C:7]([CH3:11])[C:8]=1[CH3:10])[CH:4]=[O:5], predict the reactants needed to synthesize it. The reactants are: [CH3:1][C:2]1[CH:9]=[C:8]([CH3:10])[C:7]([CH3:11])=[CH:6][C:3]=1[CH:4]=[O:5].[Cl-].[Al+3].[Cl-].[Cl-].[Br:16]Br.O. (5) Given the product [C:18]([NH:17][CH:4]([CH2:5][C:6]1[C:15]2[C:10](=[CH:11][CH:12]=[CH:13][CH:14]=2)[C:9]([NH2:16])=[CH:8][CH:7]=1)[C:3]([OH:21])=[O:2])(=[O:20])[CH3:19], predict the reactants needed to synthesize it. The reactants are: C[O:2][C:3](=[O:21])[CH:4]([NH:17][C:18](=[O:20])[CH3:19])[CH2:5][C:6]1[C:15]2[C:10](=[CH:11][CH:12]=[CH:13][CH:14]=2)[C:9]([NH2:16])=[CH:8][CH:7]=1.[OH-].[Na+].Cl. (6) Given the product [Cl:1][C:2]1[S:3][C:4]([C:21]2([N+:18]([O-:20])=[O:19])[CH:22]=[CH:23][C:24]([CH2:25][OH:26])=[CH:27][CH2:28]2)=[CH:5][C:6]=1[O:7][CH:8]1[CH2:12][CH2:11][CH2:10][CH2:9]1, predict the reactants needed to synthesize it. The reactants are: [Cl:1][C:2]1[S:3][CH:4]=[CH:5][C:6]=1[O:7][CH:8]1[CH2:12][CH2:11][CH2:10][CH2:9]1.C([Li])CCC.[N+:18]([C:21]1[CH:28]=[CH:27][C:24]([CH:25]=[O:26])=[CH:23][CH:22]=1)([O-:20])=[O:19].[Cl-].[NH4+]. (7) Given the product [CH3:30][C:27]1[N:26]=[C:25]([NH:24][C:22]([C:10]2[C:9]([S:8][C:5]3[CH:4]=[CH:3][C:2]([O:1][CH2:33][CH2:34][CH2:35][N:36]4[CH2:40][CH2:39][CH2:38][CH2:37]4)=[CH:7][CH:6]=3)=[CH:14][CH:13]=[C:12]([S:15][C:16]3[N:20]([CH3:21])[CH:19]=[N:18][N:17]=3)[N:11]=2)=[O:23])[S:29][N:28]=1, predict the reactants needed to synthesize it. The reactants are: [OH:1][C:2]1[CH:7]=[CH:6][C:5]([S:8][C:9]2[C:10]([C:22]([NH:24][C:25]3[S:29][N:28]=[C:27]([CH3:30])[N:26]=3)=[O:23])=[N:11][C:12]([S:15][C:16]3[N:20]([CH3:21])[CH:19]=[N:18][N:17]=3)=[CH:13][CH:14]=2)=[CH:4][CH:3]=1.Br.Br[CH2:33][CH2:34][CH2:35][N:36]1[CH2:40][CH2:39][CH2:38][CH2:37]1. (8) Given the product [C:1]([O:5][C:6]([N:8]1[CH2:9][CH2:10][CH:11]([CH2:14][CH2:15][C:16](=[O:26])[N:17]([C:18]2[CH:23]=[CH:22][C:21]([Cl:24])=[C:20]([Cl:25])[CH:19]=2)[CH2:29][CH3:30])[CH2:12][CH2:13]1)=[O:7])([CH3:4])([CH3:2])[CH3:3], predict the reactants needed to synthesize it. The reactants are: [C:1]([O:5][C:6]([N:8]1[CH2:13][CH2:12][CH:11]([CH2:14][CH2:15][C:16](=[O:26])[NH:17][C:18]2[CH:23]=[CH:22][C:21]([Cl:24])=[C:20]([Cl:25])[CH:19]=2)[CH2:10][CH2:9]1)=[O:7])([CH3:4])([CH3:3])[CH3:2].[H-].[Na+].[CH2:29](I)[CH3:30].[Na].